Dataset: Forward reaction prediction with 1.9M reactions from USPTO patents (1976-2016). Task: Predict the product of the given reaction. (1) Given the reactants ClC1C=C(F)C=CC=1N1CCN([C:15]([C:17]2[CH:22]=[CH:21][CH:20]=[C:19]([Cl:23])[C:18]=2[Cl:24])=[O:16])CC1=O.[CH3:26][C:27]1[CH:32]=[CH:31][C:30]([N:33]2[CH2:38][CH2:37][O:36][CH2:35][CH2:34]2)=[CH:29][C:28]=1[N:39]1[CH2:44][CH2:43][NH:42][CH2:41][C:40]1=[O:45], predict the reaction product. The product is: [Cl:24][C:18]1[C:19]([Cl:23])=[CH:20][CH:21]=[CH:22][C:17]=1[C:15]([N:42]1[CH2:43][CH2:44][N:39]([C:28]2[CH:29]=[C:30]([N:33]3[CH2:38][CH2:37][O:36][CH2:35][CH2:34]3)[CH:31]=[CH:32][C:27]=2[CH3:26])[C:40](=[O:45])[CH2:41]1)=[O:16]. (2) The product is: [Cl:1][C:2]1[N:7]=[C:6]([NH:9][C:10]2[CH:11]=[C:12]([CH:17]=[CH:18][CH:19]=2)[C:13]([NH:15][CH3:16])=[O:14])[CH:5]=[CH:4][N:3]=1. Given the reactants [Cl:1][C:2]1[N:7]=[C:6](Cl)[CH:5]=[CH:4][N:3]=1.[NH2:9][C:10]1[CH:11]=[C:12]([CH:17]=[CH:18][CH:19]=1)[C:13]([NH:15][CH3:16])=[O:14].C(N(C(C)C)C(C)C)C, predict the reaction product. (3) Given the reactants C(O[C:6]([N:8]1[CH2:15][C:14](=[CH2:16])[CH2:13][C@H:9]1[C:10]([OH:12])=O)=[O:7])(C)(C)C.[Cl:17][C:18]1[CH:23]=[C:22]([N:24]=C=O)[CH:21]=[C:20]([Cl:27])[CH:19]=1.[CH2:28]([N:30]1[C:42]2[CH:41]=[CH:40][C:39]([NH2:43])=[CH:38][C:37]=2[C:36]2[C:31]1=[CH:32][CH:33]=[CH:34][CH:35]=2)[CH3:29], predict the reaction product. The product is: [Cl:17][C:18]1[CH:23]=[C:22]([NH:24][C:6]([N:8]2[CH2:15][C:14](=[CH2:16])[CH2:13][C@H:9]2[C:10]([NH:43][C:39]2[CH:40]=[CH:41][C:42]3[N:30]([CH2:28][CH3:29])[C:31]4[C:36]([C:37]=3[CH:38]=2)=[CH:35][CH:34]=[CH:33][CH:32]=4)=[O:12])=[O:7])[CH:21]=[C:20]([Cl:27])[CH:19]=1. (4) Given the reactants [N:1]1([C:7]2[CH:16]=[C:15]3[C:10]([CH:11]=[CH:12][C:13]([C:17]([OH:19])=O)=[N:14]3)=[CH:9][CH:8]=2)[CH2:6][CH2:5][O:4][CH2:3][CH2:2]1.[NH2:20][C:21]1[CH:22]=[N:23][CH:24]=[CH:25][C:26]=1[N:27]1[CH2:32][C@H:31]([CH3:33])[C@@H:30]([O:34][Si](C(C)(C)C)(C)C)[C@H:29]([NH:42]C(=O)OC(C)(C)C)[CH2:28]1.CN(C(ON1N=NC2C=CC=NC1=2)=[N+](C)C)C.F[P-](F)(F)(F)(F)F.CCN(C(C)C)C(C)C.Cl.O1CCOCC1, predict the reaction product. The product is: [NH2:42][C@H:29]1[C@H:30]([OH:34])[C@@H:31]([CH3:33])[CH2:32][N:27]([C:26]2[CH:25]=[CH:24][N:23]=[CH:22][C:21]=2[NH:20][C:17]([C:13]2[CH:12]=[CH:11][C:10]3[C:15](=[CH:16][C:7]([N:1]4[CH2:2][CH2:3][O:4][CH2:5][CH2:6]4)=[CH:8][CH:9]=3)[N:14]=2)=[O:19])[CH2:28]1. (5) Given the reactants [S:1]1[CH:5]=[CH:4][N:3]=[C:2]1[C:6]1[CH:7]=[N:8][NH:9][C:10]=1[NH2:11].CC1C=CC(S(O)(=O)=O)=CC=1.[Cl:23][C:24]1[CH:29]=[CH:28][C:27]([C:30](=O)[CH2:31][C:32](OCC)=[O:33])=[CH:26][C:25]=1[O:38][CH3:39], predict the reaction product. The product is: [Cl:23][C:24]1[CH:29]=[CH:28][C:27]([C:30]2[NH:11][C:10]3[N:9]([N:8]=[CH:7][C:6]=3[C:2]3[S:1][CH:5]=[CH:4][N:3]=3)[C:32](=[O:33])[CH:31]=2)=[CH:26][C:25]=1[O:38][CH3:39]. (6) Given the reactants [H-].[Na+].[OH:3][C:4]1[CH:5]=[C:6]([C:10](=[O:12])[CH3:11])[CH:7]=[CH:8][CH:9]=1.[C:13]([O:17][C:18](=[O:21])[CH2:19]Br)([CH3:16])([CH3:15])[CH3:14], predict the reaction product. The product is: [C:13]([O:17][C:18]([CH2:19][O:3][C:4]1[CH:5]=[C:6]([C:10](=[O:12])[CH3:11])[CH:7]=[CH:8][CH:9]=1)=[O:21])([CH3:16])([CH3:15])[CH3:14].